From a dataset of Retrosynthesis with 50K atom-mapped reactions and 10 reaction types from USPTO. Predict the reactants needed to synthesize the given product. (1) The reactants are: Cc1ccc(N2CCOCC2)cc1N1CCNCC1=O.O=C(Cl)c1cccc(C(F)(F)F)c1Cl. Given the product Cc1ccc(N2CCOCC2)cc1N1CCN(C(=O)c2cccc(C(F)(F)F)c2Cl)CC1=O, predict the reactants needed to synthesize it. (2) Given the product C[SiH](C)[C@]1(n2cnc3c(NC(=O)c4ccccc4)ncnc32)C[C@H](OC(C)(C)C)[C@@H](CN)O1, predict the reactants needed to synthesize it. The reactants are: C[SiH](C)[C@]1(n2cnc3c(NC(=O)c4ccccc4)ncnc32)C[C@H](OC(C)(C)C)[C@@H](CN=[N+]=[N-])O1. (3) Given the product FC(F)(F)c1ccc(-c2cncc(COc3ccc(CCCCn4ccnn4)cc3)c2)cc1, predict the reactants needed to synthesize it. The reactants are: FC(F)(F)c1ccc(-c2cncc(CCl)c2)cc1.Oc1ccc(CCCCn2ccnn2)cc1. (4) The reactants are: COC(=O)c1ccc(-c2nc(C(F)(F)F)c[nH]2)s1. Given the product O=C(O)c1ccc(-c2nc(C(F)(F)F)c[nH]2)s1, predict the reactants needed to synthesize it. (5) The reactants are: CC(C)(C)c1ccc2c(c1)C1(CCN(C(=O)OCc3ccccc3)CC1)CN2C(=O)c1c(F)cccc1F. Given the product CC(C)(C)c1ccc2c(c1)C1(CCNCC1)CN2C(=O)c1c(F)cccc1F, predict the reactants needed to synthesize it. (6) Given the product C[C@]12C[C@H]3O[C@H]3C[C@@H]1CC[C@@H]1[C@@H]2CC[C@@]2(C)[C@H]1C[C@H](N1CCC(O)CC1)[C@@H]2O, predict the reactants needed to synthesize it. The reactants are: C[C@]12CC[C@H]3[C@@H](CC[C@H]4C[C@@H]5O[C@@H]5C[C@@]43C)[C@@H]1C[C@H](N1CCC(O)CC1)C2=O. (7) Given the product Cc1ccc2c(c1)CCCN2C(=O)c1cccnc1Oc1cccc(C(F)(F)F)c1, predict the reactants needed to synthesize it. The reactants are: Cc1ccc2c(c1)CCCN2.O=C(O)c1cccnc1Oc1cccc(C(F)(F)F)c1. (8) Given the product OCCc1coc2ccccc12, predict the reactants needed to synthesize it. The reactants are: COC(=O)Cc1coc2ccccc12. (9) Given the product CC(C)(O)CCOS(=O)(=O)c1c(F)c(F)c(F)c(F)c1F, predict the reactants needed to synthesize it. The reactants are: CC(C)(O)CCO.O=S(=O)(Cl)c1c(F)c(F)c(F)c(F)c1F.